From a dataset of Forward reaction prediction with 1.9M reactions from USPTO patents (1976-2016). Predict the product of the given reaction. (1) The product is: [NH:5]1[CH:6]=[CH:7][CH:8]=[C:9]1[CH2:8][CH2:7][CH2:6][NH2:5]. Given the reactants C(CC[N:5]1[CH:9]=[CH:8][CH:7]=[CH:6]1)#N.[H-].[H-].[H-].[H-].[Li+].[Al+3].[OH-].[Na+], predict the reaction product. (2) Given the reactants [C:1]([O:5][C:6](=[O:20])[NH:7][CH2:8][CH2:9][N:10]1[C:18]2[C:17](Cl)=[N:16][CH:15]=[N:14][C:13]=2[CH:12]=[CH:11]1)([CH3:4])([CH3:3])[CH3:2].[CH3:21][C:22]1[CH:23]=[C:24]([CH:26]=[CH:27][C:28]=1[O:29][C:30]1[CH:35]=[CH:34][CH:33]=[C:32]([O:36][C:37]([F:40])([F:39])[F:38])[CH:31]=1)[NH2:25], predict the reaction product. The product is: [CH3:21][C:22]1[CH:23]=[C:24]([NH:25][C:17]2[C:18]3[N:10]([CH2:9][CH2:8][NH:7][C:6](=[O:20])[O:5][C:1]([CH3:4])([CH3:3])[CH3:2])[CH:11]=[CH:12][C:13]=3[N:14]=[CH:15][N:16]=2)[CH:26]=[CH:27][C:28]=1[O:29][C:30]1[CH:35]=[CH:34][CH:33]=[C:32]([O:36][C:37]([F:38])([F:39])[F:40])[CH:31]=1. (3) The product is: [N+:1]([C:4]1[CH:14]=[CH:13][CH:12]=[C:6]([C:7]([NH:15][C:16]2[CH:21]=[CH:20][CH:19]=[CH:18][CH:17]=2)=[O:9])[C:5]=1[C:10]([NH:1][C:4]1[CH:14]=[CH:13][CH:12]=[CH:6][CH:5]=1)=[O:11])([O-:3])=[O:2]. Given the reactants [N+:1]([C:4]1[CH:14]=[CH:13][CH:12]=[C:6]2[C:7]([O:9][C:10](=[O:11])[C:5]=12)=O)([O-:3])=[O:2].[NH2:15][C:16]1[CH:21]=[CH:20][CH:19]=[CH:18][CH:17]=1, predict the reaction product. (4) The product is: [CH3:1][O:2][C:3]1[CH:4]=[C:5]2[C:10](=[CH:11][CH:12]=1)[N:9]=[CH:8][C:7]([NH2:13])=[CH:6]2. Given the reactants [CH3:1][O:2][C:3]1[CH:4]=[C:5]2[C:10](=[CH:11][CH:12]=1)[N:9]=[CH:8][C:7]([N+:13]([O-])=O)=[CH:6]2.[H][H], predict the reaction product. (5) The product is: [F:44][C:2]([F:1])([F:43])[CH2:3][CH2:4][C@@H:5]([C:20](=[O:42])[NH:21][C@@H:22]1[C:28](=[O:29])[NH:27][C:26]2[C:30]([CH3:34])=[CH:31][CH:32]=[CH:33][C:25]=2[C:24]([C:35]2[CH:40]=[CH:39][CH:38]=[C:37]([F:41])[CH:36]=2)=[N:23]1)[C@H:6]([CH2:14][CH2:15][C:16]([F:17])([F:18])[F:19])[C:7]([OH:9])=[O:8]. Given the reactants [F:1][C:2]([F:44])([F:43])[CH2:3][CH2:4][C@@H:5]([C:20](=[O:42])[NH:21][C@@H:22]1[C:28](=[O:29])[NH:27][C:26]2[C:30]([CH3:34])=[CH:31][CH:32]=[CH:33][C:25]=2[C:24]([C:35]2[CH:40]=[CH:39][CH:38]=[C:37]([F:41])[CH:36]=2)=[N:23]1)[C@H:6]([CH2:14][CH2:15][C:16]([F:19])([F:18])[F:17])[C:7]([O:9]C(C)(C)C)=[O:8].C(O)(C(F)(F)F)=O, predict the reaction product. (6) Given the reactants [CH2:1]([N:3]([CH2:10][CH3:11])[CH2:4][CH2:5][CH2:6][C:7](=[O:9])[CH3:8])[CH3:2].[Li][CH3:13].[NH4+].[Cl-], predict the reaction product. The product is: [CH2:10]([N:3]([CH2:1][CH3:2])[CH2:4][CH2:5][CH2:6][C:7]([CH3:13])([OH:9])[CH3:8])[CH3:11]. (7) The product is: [NH2:25][C:23]1[CH:22]=[CH:21][C:3]([O:4][C:5]2[CH:10]=[CH:9][N:8]=[C:7]([NH:11][C:12]([N:28]3[CH2:33][CH2:32][O:31][CH2:30][CH2:29]3)=[O:14])[CH:6]=2)=[C:2]([Cl:1])[CH:24]=1. Given the reactants [Cl:1][C:2]1[CH:24]=[C:23]([N+:25]([O-])=O)[CH:22]=[CH:21][C:3]=1[O:4][C:5]1[CH:10]=[CH:9][N:8]=[C:7]([NH:11][C:12]([O:14]C2C=CC=CC=2)=O)[CH:6]=1.[NH:28]1[CH2:33][CH2:32][O:31][CH2:30][CH2:29]1, predict the reaction product. (8) Given the reactants [BH4-].[Na+].Cl.[CH3:4][N:5]([CH3:15])[CH2:6][CH2:7][C:8]([C:10]1[S:11][CH:12]=[CH:13][CH:14]=1)=[O:9].Cl, predict the reaction product. The product is: [CH3:15][N:5]([CH3:4])[CH2:6][CH2:7][CH:8]([C:10]1[S:11][CH:12]=[CH:13][CH:14]=1)[OH:9].